This data is from Reaction yield outcomes from USPTO patents with 853,638 reactions. The task is: Predict the reaction yield, written as a fraction of the theoretical maximum amount of product (1.0 means a 100% yield; for example, 0.34 means a 34% yield). (1) The reactants are [N:1]([CH2:4][CH2:5][NH:6][C:7](=[O:21])[CH2:8]CCCCCCCCCCCC)=[N+:2]=[N-:3].[C:22]1([S:28]CC(Cl)=O)[CH:27]=[CH:26][CH:25]=[CH:24][CH:23]=1.N(CCN)=[N+]=[N-].C(N(CC)CC)C. The catalyst is ClCCl. The product is [N:1]([CH2:4][CH2:5][NH:6][C:7](=[O:21])[CH2:8][S:28][C:22]1[CH:27]=[CH:26][CH:25]=[CH:24][CH:23]=1)=[N+:2]=[N-:3]. The yield is 0.640. (2) The reactants are [NH2:1][C:2]1[CH:11]=[C:10]2[C:5]([CH:6]=[C:7]([C:13]3[CH:18]=[CH:17][CH:16]=[CH:15][C:14]=3[C:19]([F:22])([F:21])[F:20])[NH:8][C:9]2=[O:12])=[CH:4][CH:3]=1.[Si:23]([O:30][CH2:31][CH2:32][CH2:33]O)([C:26]([CH3:29])([CH3:28])[CH3:27])([CH3:25])[CH3:24].C(O)(=O)C.C(=O)(O)[O-].[Na+]. The catalyst is CO. The product is [Si:23]([O:30][CH2:31][CH2:32][CH2:33][NH:1][C:2]1[CH:11]=[C:10]2[C:5]([CH:6]=[C:7]([C:13]3[CH:18]=[CH:17][CH:16]=[CH:15][C:14]=3[C:19]([F:22])([F:20])[F:21])[NH:8][C:9]2=[O:12])=[CH:4][CH:3]=1)([C:26]([CH3:27])([CH3:28])[CH3:29])([CH3:25])[CH3:24]. The yield is 0.800. (3) The catalyst is [O-2].[O-2].[Mn+4].O1CCCC1. The yield is 0.900. The reactants are [CH2:1]([N:8]1[CH:12]=[C:11]([CH2:13][OH:14])[C:10]([O:15][CH2:16][C:17]2[CH:22]=[CH:21][C:20]([O:23][CH3:24])=[C:19]([O:25][CH2:26][C:27]3[N:28]=[C:29]([C:33]4[O:34][CH:35]=[CH:36][CH:37]=4)[O:30][C:31]=3[CH3:32])[CH:18]=2)=[N:9]1)[C:2]1[CH:7]=[CH:6][CH:5]=[CH:4][CH:3]=1. The product is [CH2:1]([N:8]1[CH:12]=[C:11]([CH:13]=[O:14])[C:10]([O:15][CH2:16][C:17]2[CH:22]=[CH:21][C:20]([O:23][CH3:24])=[C:19]([O:25][CH2:26][C:27]3[N:28]=[C:29]([C:33]4[O:34][CH:35]=[CH:36][CH:37]=4)[O:30][C:31]=3[CH3:32])[CH:18]=2)=[N:9]1)[C:2]1[CH:3]=[CH:4][CH:5]=[CH:6][CH:7]=1.